From a dataset of Catalyst prediction with 721,799 reactions and 888 catalyst types from USPTO. Predict which catalyst facilitates the given reaction. (1) Reactant: [CH3:1][NH:2][C:3](=[O:25])[C:4]1[CH:9]=[C:8]([O:10][C:11]2[CH:12]=[C:13]3[C:18](=[CH:19][CH:20]=2)[N:17]=[C:16](S(C)(=O)=O)[N:15]=[CH:14]3)[CH:7]=[CH:6][N:5]=1.[Si:26]([O:33][CH2:34][CH2:35][O:36][C:37]1[CH:43]=[CH:42][CH:41]=[CH:40][C:38]=1[NH2:39])([C:29]([CH3:32])([CH3:31])[CH3:30])([CH3:28])[CH3:27]. The catalyst class is: 3. Product: [C:29]([Si:26]([CH3:28])([CH3:27])[O:33][CH2:34][CH2:35][O:36][C:37]1[CH:43]=[CH:42][CH:41]=[CH:40][C:38]=1[NH:39][C:16]1[N:15]=[CH:14][C:13]2[C:18](=[CH:19][CH:20]=[C:11]([O:10][C:8]3[CH:7]=[CH:6][N:5]=[C:4]([C:3]([NH:2][CH3:1])=[O:25])[CH:9]=3)[CH:12]=2)[N:17]=1)([CH3:32])([CH3:31])[CH3:30]. (2) Reactant: C([O-])([O-])=O.[K+].[K+].[CH3:7][C:8]([CH3:15])([CH2:12][CH:13]=[CH2:14])[C:9]([OH:11])=[O:10].CN(C=O)C.[CH2:21](Br)[C:22]1[CH:27]=[CH:26][CH:25]=[CH:24][CH:23]=1. Product: [CH3:7][C:8]([CH3:15])([CH2:12][CH:13]=[CH2:14])[C:9]([O:11][CH2:21][C:22]1[CH:27]=[CH:26][CH:25]=[CH:24][CH:23]=1)=[O:10]. The catalyst class is: 581.